From a dataset of Forward reaction prediction with 1.9M reactions from USPTO patents (1976-2016). Predict the product of the given reaction. (1) Given the reactants O1CC[O:3][CH:2]1[C:6]1[CH:7]=[C:8]([CH:12]=[CH:13][CH:14]=1)[C:9]([OH:11])=O.ClC([O:18][CH2:19]C)=O.C([N:23](CC)CC)C, predict the reaction product. The product is: [CH3:19][O:18][NH:23][C:9]([C:8]1[CH:7]=[C:6]([CH:14]=[CH:13][CH:12]=1)[CH:2]=[O:3])=[O:11]. (2) Given the reactants [Cl:1][C:2]1[CH:3]=[CH:4][C:5]2[CH:9]=[C:8]([C:10]([OH:12])=O)[S:7][C:6]=2[CH:13]=1.[CH3:14][O:15][C:16](=[O:32])[CH:17]([CH:27]1[CH2:31][CH2:30][CH2:29][NH:28]1)[CH2:18][C:19]1[CH:24]=[CH:23][CH:22]=[C:21]([C:25]#[N:26])[CH:20]=1, predict the reaction product. The product is: [CH3:14][O:15][C:16](=[O:32])[CH:17]([CH:27]1[CH2:31][CH2:30][CH2:29][N:28]1[C:10]([C:8]1[S:7][C:6]2[CH:13]=[C:2]([Cl:1])[CH:3]=[CH:4][C:5]=2[CH:9]=1)=[O:12])[CH2:18][C:19]1[CH:24]=[CH:23][CH:22]=[C:21]([C:25]#[N:26])[CH:20]=1. (3) Given the reactants [CH2:1]([O:4][N:5]([C@@H:18]1[CH:23]=[C:22]([CH2:24][CH2:25][O:26][Si:27]([C:30]([CH3:33])([CH3:32])[CH3:31])([CH3:29])[CH3:28])[C@@H:21]([CH2:34][O:35][Si:36]([C:39]([CH3:42])([CH3:41])[CH3:40])([CH3:38])[CH3:37])[NH:20][CH2:19]1)S(C1C=CC=CC=1[N+]([O-])=O)(=O)=O)[CH:2]=[CH2:3].C(ON[C@@H]1C(C)=C[C@@H](CO[Si](C(C)(C)C)(C)C)NC1)C=C, predict the reaction product. The product is: [CH2:1]([O:4][NH:5][C@@H:18]1[CH:23]=[C:22]([CH2:24][CH2:25][O:26][Si:27]([C:30]([CH3:33])([CH3:31])[CH3:32])([CH3:28])[CH3:29])[C@@H:21]([CH2:34][O:35][Si:36]([C:39]([CH3:42])([CH3:41])[CH3:40])([CH3:37])[CH3:38])[NH:20][CH2:19]1)[CH:2]=[CH2:3]. (4) Given the reactants [CH3:1][C:2]12[C:14]3[C:6](=[CH:7][C:8]([NH2:15])=[CH:9][C:10]=3[CH2:11][CH2:12][CH2:13]1)[CH2:5][CH2:4][CH2:3]2.C1C=CC=CC=1.Cl[S:23]([C:26]1[CH:34]=[CH:33][C:29]([C:30]([OH:32])=[O:31])=[CH:28][CH:27]=1)(=[O:25])=[O:24].Cl, predict the reaction product. The product is: [CH3:1][C:2]12[C:14]3[C:6](=[CH:7][C:8]([NH:15][S:23]([C:26]4[CH:27]=[CH:28][C:29]([C:30]([OH:32])=[O:31])=[CH:33][CH:34]=4)(=[O:25])=[O:24])=[CH:9][C:10]=3[CH2:11][CH2:12][CH2:13]1)[CH2:5][CH2:4][CH2:3]2. (5) Given the reactants [NH2:1][C:2]1[CH:3]=[CH:4][C:5]([N:8]2[CH2:13][CH2:12][N:11]([C:14]([O:16][C:17]([CH3:20])([CH3:19])[CH3:18])=[O:15])[CH2:10][CH2:9]2)=[N:6][CH:7]=1.[C:21]1([C:27]2[O:28][C:29]([C:35]([F:38])([F:37])[F:36])=[C:30]([C:32](O)=[O:33])[N:31]=2)[CH:26]=[CH:25][CH:24]=[CH:23][CH:22]=1, predict the reaction product. The product is: [C:21]1([C:27]2[O:28][C:29]([C:35]([F:37])([F:38])[F:36])=[C:30]([C:32]([NH:1][C:2]3[CH:3]=[CH:4][C:5]([N:8]4[CH2:13][CH2:12][N:11]([C:14]([O:16][C:17]([CH3:20])([CH3:19])[CH3:18])=[O:15])[CH2:10][CH2:9]4)=[N:6][CH:7]=3)=[O:33])[N:31]=2)[CH:22]=[CH:23][CH:24]=[CH:25][CH:26]=1. (6) Given the reactants [CH3:1][N:2]1[CH2:7][CH2:6][N:5]([C:8]2[CH:13]=[CH:12][C:11]([NH:14][C:15]3[C:16]4[N:17]([CH:30]=[CH:31][N:32]=4)[C:18]([C:21]4[CH:26]=[CH:25][N:24]=[C:23]([O:27]CC)[CH:22]=4)=[CH:19][N:20]=3)=[CH:10][CH:9]=2)[CH2:4][CH2:3]1.Cl.[NH+]1C=CC=CC=1, predict the reaction product. The product is: [CH3:1][N:2]1[CH2:7][CH2:6][N:5]([C:8]2[CH:9]=[CH:10][C:11]([NH:14][C:15]3[C:16]4[N:17]([CH:30]=[CH:31][N:32]=4)[C:18]([C:21]4[CH:26]=[CH:25][NH:24][C:23](=[O:27])[CH:22]=4)=[CH:19][N:20]=3)=[CH:12][CH:13]=2)[CH2:4][CH2:3]1.